Predict the product of the given reaction. From a dataset of Forward reaction prediction with 1.9M reactions from USPTO patents (1976-2016). (1) The product is: [N:37]1([CH:35]([C:32]2[CH:33]=[CH:34][C:29]([C:26]3[CH:27]=[CH:28][C:23]([C:46]4[CH:47]=[N:42][CH:43]=[N:44][CH:45]=4)=[CH:24][CH:25]=3)=[CH:30][CH:31]=2)[CH3:36])[CH2:41][CH2:40][CH2:39][CH2:38]1. Given the reactants CC1C=C(C2CCCN2C)C=CC=1C1C=CC(C=O)=CC=1.Br[C:23]1[CH:28]=[CH:27][C:26]([C:29]2[CH:34]=[CH:33][C:32]([CH:35]([N:37]3[CH2:41][CH2:40][CH2:39][CH2:38]3)[CH3:36])=[CH:31][CH:30]=2)=[CH:25][CH:24]=1.[N:42]1[CH:47]=[C:46](B(O)O)[CH:45]=[N:44][CH:43]=1, predict the reaction product. (2) Given the reactants [CH3:1][C:2]1[CH:6]=[C:5]([C:7]([O:9][CH2:10][CH3:11])=[O:8])[NH:4][N:3]=1.C([O-])([O-])=O.[K+].[K+].I[CH2:19][CH:20]([CH3:22])[CH3:21], predict the reaction product. The product is: [CH2:19]([N:4]1[C:5]([C:7]([O:9][CH2:10][CH3:11])=[O:8])=[CH:6][C:2]([CH3:1])=[N:3]1)[CH:20]([CH3:22])[CH3:21]. (3) Given the reactants [N+:1]([C:4]1[C:5]([NH2:11])=[C:6]([NH2:10])[CH:7]=[CH:8][CH:9]=1)([O-:3])=[O:2].[C:12]([N:15]=[C:16]=S)(=[O:14])[CH3:13], predict the reaction product. The product is: [N+:1]([C:4]1[C:5]2[N:11]=[C:16]([NH:15][C:12](=[O:14])[CH3:13])[NH:10][C:6]=2[CH:7]=[CH:8][CH:9]=1)([O-:3])=[O:2].